From a dataset of Full USPTO retrosynthesis dataset with 1.9M reactions from patents (1976-2016). Predict the reactants needed to synthesize the given product. Given the product [C:8]([O:7][CH:3]([C:4](=[O:6])[O:5][CH2:32][C:31]([F:35])([F:34])[F:30])[C:2]([F:13])([F:14])[F:1])(=[O:12])[C:9]([CH3:11])=[CH2:10], predict the reactants needed to synthesize it. The reactants are: [F:1][C:2]([F:14])([F:13])[CH:3]([O:7][C:8](=[O:12])[C:9]([CH3:11])=[CH2:10])[C:4]([OH:6])=[O:5].C1CCC(N=C=NC2CCCCC2)CC1.[F:30][C:31]([F:35])([F:34])[CH2:32]O.Cl.